From a dataset of Peptide-MHC class I binding affinity with 185,985 pairs from IEDB/IMGT. Regression. Given a peptide amino acid sequence and an MHC pseudo amino acid sequence, predict their binding affinity value. This is MHC class I binding data. (1) The peptide sequence is LVFTRAICK. The MHC is HLA-A11:01 with pseudo-sequence HLA-A11:01. The binding affinity (normalized) is 0.560. (2) The binding affinity (normalized) is 0.286. The MHC is Mamu-B03 with pseudo-sequence Mamu-B03. The peptide sequence is VQQQQQLL.